This data is from NCI-60 drug combinations with 297,098 pairs across 59 cell lines. The task is: Regression. Given two drug SMILES strings and cell line genomic features, predict the synergy score measuring deviation from expected non-interaction effect. (1) Drug 1: CC(C1=C(C=CC(=C1Cl)F)Cl)OC2=C(N=CC(=C2)C3=CN(N=C3)C4CCNCC4)N. Drug 2: C1C(C(OC1N2C=NC3=C(N=C(N=C32)Cl)N)CO)O. Cell line: OVCAR-5. Synergy scores: CSS=31.5, Synergy_ZIP=14.5, Synergy_Bliss=21.4, Synergy_Loewe=18.0, Synergy_HSA=21.0. (2) Drug 1: CS(=O)(=O)C1=CC(=C(C=C1)C(=O)NC2=CC(=C(C=C2)Cl)C3=CC=CC=N3)Cl. Drug 2: CC1CCCC2(C(O2)CC(NC(=O)CC(C(C(=O)C(C1O)C)(C)C)O)C(=CC3=CSC(=N3)C)C)C. Cell line: M14. Synergy scores: CSS=-7.26, Synergy_ZIP=2.23, Synergy_Bliss=-1.60, Synergy_Loewe=-7.63, Synergy_HSA=-5.48. (3) Drug 1: C1CN1P(=S)(N2CC2)N3CC3. Drug 2: C1=CC=C(C=C1)NC(=O)CCCCCCC(=O)NO. Cell line: EKVX. Synergy scores: CSS=3.88, Synergy_ZIP=-3.92, Synergy_Bliss=-3.02, Synergy_Loewe=-1.17, Synergy_HSA=-0.853. (4) Drug 1: CCCS(=O)(=O)NC1=C(C(=C(C=C1)F)C(=O)C2=CNC3=C2C=C(C=N3)C4=CC=C(C=C4)Cl)F. Drug 2: CC1=C2C(C(=O)C3(C(CC4C(C3C(C(C2(C)C)(CC1OC(=O)C(C(C5=CC=CC=C5)NC(=O)C6=CC=CC=C6)O)O)OC(=O)C7=CC=CC=C7)(CO4)OC(=O)C)O)C)OC(=O)C. Cell line: ACHN. Synergy scores: CSS=34.6, Synergy_ZIP=-0.463, Synergy_Bliss=3.61, Synergy_Loewe=-6.15, Synergy_HSA=3.87. (5) Drug 1: CC1C(C(CC(O1)OC2CC(OC(C2O)C)OC3=CC4=CC5=C(C(=O)C(C(C5)C(C(=O)C(C(C)O)O)OC)OC6CC(C(C(O6)C)O)OC7CC(C(C(O7)C)O)OC8CC(C(C(O8)C)O)(C)O)C(=C4C(=C3C)O)O)O)O. Drug 2: CC(C)(C#N)C1=CC(=CC(=C1)CN2C=NC=N2)C(C)(C)C#N. Cell line: OVCAR-8. Synergy scores: CSS=31.9, Synergy_ZIP=2.77, Synergy_Bliss=1.73, Synergy_Loewe=-0.552, Synergy_HSA=-0.341. (6) Drug 1: CC1C(C(=O)NC(C(=O)N2CCCC2C(=O)N(CC(=O)N(C(C(=O)O1)C(C)C)C)C)C(C)C)NC(=O)C3=C4C(=C(C=C3)C)OC5=C(C(=O)C(=C(C5=N4)C(=O)NC6C(OC(=O)C(N(C(=O)CN(C(=O)C7CCCN7C(=O)C(NC6=O)C(C)C)C)C)C(C)C)C)N)C. Drug 2: CC(C)CN1C=NC2=C1C3=CC=CC=C3N=C2N. Cell line: SK-MEL-5. Synergy scores: CSS=4.25, Synergy_ZIP=-8.03, Synergy_Bliss=-8.87, Synergy_Loewe=-10.5, Synergy_HSA=-10.6. (7) Drug 1: C1CCC(C1)C(CC#N)N2C=C(C=N2)C3=C4C=CNC4=NC=N3. Drug 2: CCC1=CC2CC(C3=C(CN(C2)C1)C4=CC=CC=C4N3)(C5=C(C=C6C(=C5)C78CCN9C7C(C=CC9)(C(C(C8N6C)(C(=O)OC)O)OC(=O)C)CC)OC)C(=O)OC.C(C(C(=O)O)O)(C(=O)O)O. Cell line: OVCAR-4. Synergy scores: CSS=14.7, Synergy_ZIP=-6.29, Synergy_Bliss=-6.16, Synergy_Loewe=-28.4, Synergy_HSA=-6.16. (8) Drug 1: CC12CCC3C(C1CCC2O)C(CC4=C3C=CC(=C4)O)CCCCCCCCCS(=O)CCCC(C(F)(F)F)(F)F. Drug 2: CN(CCCl)CCCl.Cl. Cell line: SN12C. Synergy scores: CSS=22.7, Synergy_ZIP=2.75, Synergy_Bliss=3.65, Synergy_Loewe=-16.2, Synergy_HSA=-0.498. (9) Cell line: A498. Synergy scores: CSS=-1.27, Synergy_ZIP=0.527, Synergy_Bliss=0.180, Synergy_Loewe=-1.51, Synergy_HSA=-1.38. Drug 1: CS(=O)(=O)OCCCCOS(=O)(=O)C. Drug 2: CC(C)(C#N)C1=CC(=CC(=C1)CN2C=NC=N2)C(C)(C)C#N.